Predict which catalyst facilitates the given reaction. From a dataset of Catalyst prediction with 721,799 reactions and 888 catalyst types from USPTO. (1) The catalyst class is: 48. Reactant: [C:1]1(=[O:8])[CH:6]=[CH:5][C:4](=[O:7])[CH:3]=[CH:2]1.[CH:9]1[CH2:14][CH2:13][CH:12]=[CH:11][CH:10]=1. Product: [CH:11]12[CH2:12][CH2:13][CH:14]([CH:9]=[CH:10]1)[CH:5]1[CH:6]2[C:1](=[O:8])[CH:2]=[CH:3][C:4]1=[O:7]. (2) Reactant: [CH3:1][C:2]([CH3:23])([CH3:22])[CH2:3][N:4]1[C:8]2[N:9]=[C:10]([C:13]#[N:14])[N:11]=[CH:12][C:7]=2[CH:6]=[C:5]1[CH2:15][N:16]1[CH2:21][CH2:20][NH:19][CH2:18][CH2:17]1.Br[CH2:25][C:26]1[CH:31]=[CH:30][C:29]([F:32])=[CH:28][CH:27]=1.C(=O)([O-])[O-].[K+].[K+].CCCCCC. Product: [CH3:1][C:2]([CH3:23])([CH3:22])[CH2:3][N:4]1[C:8]2[N:9]=[C:10]([C:13]#[N:14])[N:11]=[CH:12][C:7]=2[CH:6]=[C:5]1[CH2:15][N:16]1[CH2:21][CH2:20][N:19]([CH2:25][C:26]2[CH:31]=[CH:30][C:29]([F:32])=[CH:28][CH:27]=2)[CH2:18][CH2:17]1. The catalyst class is: 31. (3) Reactant: CC(OC([N:8]1[CH2:13][CH2:12][C:11](=[C:14]([C:28]2[CH:33]=[CH:32][CH:31]=[CH:30][C:29]=2[NH2:34])[C:15]2[CH:20]=[CH:19][C:18]([C:21]([N:23]([CH2:26][CH3:27])CC)=[O:22])=[CH:17][CH:16]=2)[CH2:10][CH2:9]1)=O)(C)C.[C:35]1([N:41]=[C:42]=[O:43])[CH:40]=[CH:39][CH:38]=[CH:37][CH:36]=1.C(O)(C(F)(F)F)=O.Cl[CH2:52][CH2:53]Cl. Product: [CH2:26]([N:23]([CH2:52][CH3:53])[C:21](=[O:22])[C:18]1[CH:19]=[CH:20][C:15]([C:14]([C:28]2[CH:33]=[CH:32][CH:31]=[CH:30][C:29]=2[NH:34][C:42]([NH:41][C:35]2[CH:40]=[CH:39][CH:38]=[CH:37][CH:36]=2)=[O:43])=[C:11]2[CH2:12][CH2:13][NH:8][CH2:9][CH2:10]2)=[CH:16][CH:17]=1)[CH3:27]. The catalyst class is: 2. (4) Reactant: [OH:1][C:2]1[CH:7]=[CH:6][C:5]([C:8]2[CH:17]=[C:16]3[C:11]([CH:12]=[C:13]([C:18]([O:20][CH3:21])=[O:19])[N:14]=[CH:15]3)=[CH:10][CH:9]=2)=[CH:4][CH:3]=1.Cl[CH2:23][C:24]1[C:25]([C:32]2[C:37](Cl)=[CH:36][CH:35]=[CH:34][C:33]=2[Cl:39])=[N:26][O:27][C:28]=1[CH:29]([CH3:31])[CH3:30].C([O-])([O-])=O.[K+].[K+].CCOC(C)=O. Product: [Cl:39][C:33]1[CH:34]=[CH:35][CH:36]=[CH:37][C:32]=1[C:25]1[C:24]([CH2:23][O:1][C:2]2[CH:3]=[CH:4][C:5]([C:8]3[CH:17]=[C:16]4[C:11]([CH:12]=[C:13]([C:18]([O:20][CH3:21])=[O:19])[N:14]=[CH:15]4)=[CH:10][CH:9]=3)=[CH:6][CH:7]=2)=[C:28]([CH:29]([CH3:31])[CH3:30])[O:27][N:26]=1. The catalyst class is: 3. (5) Reactant: C[O:2][C:3](=O)[CH2:4][CH2:5][CH2:6][N+:7]([O-:9])=[O:8].[C:11]1([CH3:19])[C:12]([CH:17]=O)=[CH:13][CH:14]=[CH:15][CH:16]=1.C([O-])(=O)C.[NH4+:24]. Product: [N+:7]([C@H:6]1[C@H:17]([C:12]2[CH:13]=[CH:14][CH:15]=[CH:16][C:11]=2[CH3:19])[NH:24][C:3](=[O:2])[CH2:4][CH2:5]1)([O-:9])=[O:8]. The catalyst class is: 8. (6) Reactant: C(OC([NH:11][C@@H:12]([CH3:32])[CH:13]([C:22]1([C:25](OC(C)(C)C)=[O:26])[CH2:24][CH2:23]1)[O:14][Si:15]([C:18]([CH3:21])([CH3:20])[CH3:19])([CH3:17])[CH3:16])=O)C1C=CC=CC=1. Product: [Si:15]([O:14][CH:13]1[C:22]2([CH2:24][CH2:23]2)[C:25](=[O:26])[NH:11][C@H:12]1[CH3:32])([C:18]([CH3:21])([CH3:20])[CH3:19])([CH3:17])[CH3:16]. The catalyst class is: 129.